Dataset: Forward reaction prediction with 1.9M reactions from USPTO patents (1976-2016). Task: Predict the product of the given reaction. (1) Given the reactants [NH2:1][C:2]1[CH:7]=[CH:6][C:5]([Cl:8])=[CH:4][C:3]=1[CH:9]([C:11]1[CH:16]=[CH:15][CH:14]=[C:13]([O:17][CH3:18])[C:12]=1[CH3:19])O.[C:20](O)(=[O:27])[CH:21]([CH2:23][C:24]([OH:26])=[O:25])[SH:22].[OH-].[Na+].O.[OH-].[Li+], predict the reaction product. The product is: [Cl:8][C:5]1[CH:6]=[CH:7][C:2]2[NH:1][C:20](=[O:27])[C@@H:21]([CH2:23][C:24]([OH:26])=[O:25])[S:22][C@H:9]([C:11]3[CH:16]=[CH:15][CH:14]=[C:13]([O:17][CH3:18])[C:12]=3[CH3:19])[C:3]=2[CH:4]=1. (2) The product is: [C:3]([N:18]1[CH2:17][C:16]([N:14]2[CH:15]=[C:11]([C:8]([NH2:9])=[O:10])[C:12]([NH:23][C:24]3[CH:29]=[CH:28][CH:27]=[CH:26][CH:25]=3)=[N:13]2)([CH2:20][C:21]#[N:22])[CH2:19]1)(=[O:4])[CH3:2]. Given the reactants F[C:2](F)(F)[C:3]([O-])=[O:4].[C:8]([C:11]1[C:12]([NH:23][C:24]2[CH:29]=[CH:28][CH:27]=[CH:26][CH:25]=2)=[N:13][N:14]([C:16]2([CH2:20][C:21]#[N:22])[CH2:19][NH2+:18][CH2:17]2)[CH:15]=1)(=[O:10])[NH2:9].N1C=CC=CC=1.C(OC(=O)C)(=O)C, predict the reaction product. (3) Given the reactants [F:1][C:2]1[C:18]([F:19])=[CH:17][C:16]([F:20])=[C:15]([F:21])[C:3]=1[CH2:4][O:5][CH2:6][C:7]1[O:11][N:10]=[C:9]([C:12]([OH:14])=O)[CH:8]=1.Cl.[O:23]1[CH2:27][CH2:26][CH:25]([CH2:28][NH2:29])[CH2:24]1.C(N(CC)CC)C.ON1C2C=CC=CC=2N=N1.Cl.C(N=C=NCCCN(C)C)C, predict the reaction product. The product is: [O:23]1[CH2:27][CH2:26][CH:25]([CH2:28][NH:29][C:12]([C:9]2[CH:8]=[C:7]([CH2:6][O:5][CH2:4][C:3]3[C:15]([F:21])=[C:16]([F:20])[CH:17]=[C:18]([F:19])[C:2]=3[F:1])[O:11][N:10]=2)=[O:14])[CH2:24]1. (4) Given the reactants [N:1]1[C:5]2[CH:6]=[CH:7][CH:8]=[CH:9][C:4]=2[NH:3][C:2]=1[CH2:10][C:11]#[N:12].[F:13][C:14]1[CH:15]=[C:16]([CH:21]([C:27](=O)[CH3:28])[C:22](OCC)=[O:23])[CH:17]=[C:18]([F:20])[CH:19]=1.C([O-])(=O)C.[NH4+].O, predict the reaction product. The product is: [F:13][C:14]1[CH:15]=[C:16]([CH:21]2[C:22](=[O:23])[N:1]3[C:5]4[CH:6]=[CH:7][CH:8]=[CH:9][C:4]=4[N:3]=[C:2]3[C:10]([C:11]#[N:12])=[C:27]2[CH3:28])[CH:17]=[C:18]([F:20])[CH:19]=1. (5) Given the reactants Br[C:2]1[N:3]=[C:4]([C:7]2[CH:12]=[CH:11][C:10]([OH:13])=[CH:9][CH:8]=2)[S:5][CH:6]=1.C[O:15][C:16]([C:18]1[CH:19]=[C:20](B(O)O)[CH:21]=[CH:22][CH:23]=1)=[O:17], predict the reaction product. The product is: [OH:13][C:10]1[CH:11]=[CH:12][C:7]([C:4]2[S:5][CH:6]=[C:2]([C:22]3[CH:23]=[C:18]([CH:19]=[CH:20][CH:21]=3)[C:16]([OH:17])=[O:15])[N:3]=2)=[CH:8][CH:9]=1. (6) Given the reactants [NH:1]1[CH:5]=[C:4]([CH:6]=[O:7])[N:3]=[CH:2]1.[H-].[Na+].[CH3:10][CH2:11][CH2:12]Br.C1OCCOCCOCCOCCOCCOC1.[Cl-].[NH4+], predict the reaction product. The product is: [CH2:10]([N:1]1[CH:5]=[C:4]([CH:6]=[O:7])[N:3]=[CH:2]1)[CH2:11][CH3:12]. (7) Given the reactants C(OC1C=CC=CC=1[C:15]1[N:20]=[C:19](OCC(N)=O)[C:18](C#N)=[C:17](S(C)=O)[CH:16]=1)C1C=CC=CC=1.C[N:32]([CH:34]=[O:35])C, predict the reaction product. The product is: [NH:20]1[CH2:15][CH2:16][CH:17]([C:34]([NH2:32])=[O:35])[CH2:18][CH2:19]1. (8) Given the reactants C1(C)C=C(C)C=C(C)C=1C(PC(C1C(C)=CC(C)=CC=1C)=O)=[O:10].C(C1C=CC=CN=1)=C.[CH3:32][C:33]1[CH:60]=[C:59]([CH3:61])[CH:58]=[C:57]([CH3:62])[C:34]=1[C:35]([P:37]([C:46](=[O:56])[C:47]1[C:52]([CH3:53])=[CH:51][C:50]([CH3:54])=[CH:49][C:48]=1[CH3:55])[CH2:38][CH2:39][C:40]1[CH:45]=[CH:44][CH:43]=[CH:42][N:41]=1)=[O:36].[NH4+].[Cl-].OO, predict the reaction product. The product is: [CH3:32][C:33]1[CH:60]=[C:59]([CH3:61])[CH:58]=[C:57]([CH3:62])[C:34]=1[C:35]([P:37]([CH2:38][CH2:39][C:40]1[CH:45]=[CH:44][CH:43]=[CH:42][N:41]=1)([C:46](=[O:56])[C:47]1[C:52]([CH3:53])=[CH:51][C:50]([CH3:54])=[CH:49][C:48]=1[CH3:55])=[O:10])=[O:36].